The task is: Predict the reaction yield, written as a fraction of the theoretical maximum amount of product (1.0 means a 100% yield; for example, 0.34 means a 34% yield).. This data is from Reaction yield outcomes from USPTO patents with 853,638 reactions. (1) The reactants are [OH:1][C@@H:2]1[CH2:5][C@H:4]([NH:6][C:7](=[O:13])[O:8][C:9]([CH3:12])([CH3:11])[CH3:10])[CH2:3]1.[H-].[Na+].I[CH3:17]. The catalyst is C1COCC1. The product is [C:9]([O:8][C:7](=[O:13])[NH:6][C@H:4]1[CH2:3][C@@H:2]([O:1][CH3:17])[CH2:5]1)([CH3:10])([CH3:12])[CH3:11]. The yield is 0.660. (2) The reactants are [CH2:1]([C@H:8]1[CH2:12][O:11][C:10](=[O:13])[NH:9]1)[C:2]1[CH:7]=[CH:6][CH:5]=[CH:4][CH:3]=1.C([Li])CCC.[C:19]1([CH2:25][CH2:26][CH2:27][CH2:28][C:29](Cl)=[O:30])[CH:24]=[CH:23][CH:22]=[CH:21][CH:20]=1.OS([O-])(=O)=O.[K+]. The catalyst is C1COCC1. The product is [CH2:1]([C@H:8]1[CH2:12][O:11][C:10](=[O:13])[N:9]1[C:29](=[O:30])[CH2:28][CH2:27][CH2:26][CH2:25][C:19]1[CH:24]=[CH:23][CH:22]=[CH:21][CH:20]=1)[C:2]1[CH:3]=[CH:4][CH:5]=[CH:6][CH:7]=1. The yield is 0.820.